Dataset: Merck oncology drug combination screen with 23,052 pairs across 39 cell lines. Task: Regression. Given two drug SMILES strings and cell line genomic features, predict the synergy score measuring deviation from expected non-interaction effect. (1) Drug 1: O=c1[nH]cc(F)c(=O)[nH]1. Drug 2: Cc1nc(Nc2ncc(C(=O)Nc3c(C)cccc3Cl)s2)cc(N2CCN(CCO)CC2)n1. Cell line: SKMEL30. Synergy scores: synergy=-4.62. (2) Drug 1: O=S1(=O)NC2(CN1CC(F)(F)F)C1CCC2Cc2cc(C=CCN3CCC(C(F)(F)F)CC3)ccc2C1. Drug 2: O=c1[nH]cc(F)c(=O)[nH]1. Cell line: NCIH2122. Synergy scores: synergy=-11.3. (3) Drug 1: O=C(NOCC(O)CO)c1ccc(F)c(F)c1Nc1ccc(I)cc1F. Drug 2: CCc1cnn2c(NCc3ccc[n+]([O-])c3)cc(N3CCCCC3CCO)nc12. Cell line: UWB1289BRCA1. Synergy scores: synergy=6.43.